From a dataset of Catalyst prediction with 721,799 reactions and 888 catalyst types from USPTO. Predict which catalyst facilitates the given reaction. Reactant: [CH2:1]([N:8]([C:30]1[CH:31]=[CH:32][C:33]([OH:39])=[C:34]([CH:38]=1)[C:35]([OH:37])=[O:36])[C:9](=[O:29])[CH2:10][N:11]([CH2:22]C1C=CC=CC=1)[S:12]([C:15]1[CH:20]=[CH:19][C:18]([CH3:21])=[CH:17][CH:16]=1)(=[O:14])=[O:13])[C:2]1[CH:7]=[CH:6][CH:5]=[CH:4][CH:3]=1.C(#N)C. Product: [CH2:1]([N:8]([C:30]1[CH:31]=[CH:32][C:33]([OH:39])=[C:34]([CH:38]=1)[C:35]([OH:37])=[O:36])[C:9](=[O:29])[CH2:10][N:11]([CH3:22])[S:12]([C:15]1[CH:20]=[CH:19][C:18]([CH3:21])=[CH:17][CH:16]=1)(=[O:14])=[O:13])[C:2]1[CH:3]=[CH:4][CH:5]=[CH:6][CH:7]=1. The catalyst class is: 6.